The task is: Predict the reaction yield, written as a fraction of the theoretical maximum amount of product (1.0 means a 100% yield; for example, 0.34 means a 34% yield).. This data is from Reaction yield outcomes from USPTO patents with 853,638 reactions. (1) The reactants are [CH3:1][O:2][C:3]1[CH:4]=[C:5]([CH:8]=[CH:9][C:10]=1[O:11][CH3:12])[CH:6]=[O:7].[CH2:13]([Mg]Br)[CH2:14][CH2:15][CH2:16][CH2:17][CH2:18][CH2:19][CH2:20][CH2:21][CH2:22]CC.C(OCC)(=O)C.CCCCCCC. The catalyst is C1COCC1.C(OCC)C. The product is [CH3:1][O:2][C:3]1[CH:4]=[C:5]([CH:6]([OH:7])[CH2:13][CH2:14][CH2:15][CH2:16][CH2:17][CH2:18][CH2:19][CH2:20][CH2:21][CH3:22])[CH:8]=[CH:9][C:10]=1[O:11][CH3:12]. The yield is 0.800. (2) The product is [Cl:1][C:2]1[C:3]([O:12][C:13]2[CH:18]=[C:17]([O:19][CH2:20][CH2:21][O:22][CH3:23])[CH:16]=[CH:15][C:14]=2/[CH:24]=[CH:25]/[C:26]([NH:51][S:48]([C:45]2[CH:44]=[CH:43][C:42]([F:41])=[CH:47][CH:46]=2)(=[O:50])=[O:49])=[O:27])=[N:4][CH:5]=[C:6]([C:8]([F:9])([F:11])[F:10])[CH:7]=1. The catalyst is C(#N)C.CN(C)C1C=CN=CC=1.C(OCC)(=O)C. The reactants are [Cl:1][C:2]1[C:3]([O:12][C:13]2[CH:18]=[C:17]([O:19][CH2:20][CH2:21][O:22][CH3:23])[CH:16]=[CH:15][C:14]=2/[CH:24]=[CH:25]/[C:26](O)=[O:27])=[N:4][CH:5]=[C:6]([C:8]([F:11])([F:10])[F:9])[CH:7]=1.Cl.C(N=C=NCCCN(C)C)C.[F:41][C:42]1[CH:47]=[CH:46][C:45]([S:48]([NH2:51])(=[O:50])=[O:49])=[CH:44][CH:43]=1.Cl. The yield is 0.580. (3) The reactants are Br[C:2]1[C:7]2[N:8]=[C:9]([C:12]3[CH:13]=[N:14][N:15]([CH3:17])[CH:16]=3)[N:10]=[CH:11][C:6]=2[C:5](=[O:18])[N:4]([CH3:19])[CH:3]=1.[CH:20]1([CH2:23][O:24][C:25]2[CH:30]=[CH:29][C:28]([S:31]([CH3:34])(=[O:33])=[O:32])=[CH:27][C:26]=2B2OC(C)(C)C(C)(C)O2)[CH2:22][CH2:21]1.[O-]P([O-])([O-])=O.[K+].[K+].[K+]. The catalyst is O1CCOCC1.O.C1C=CC(P(C2C=CC=CC=2)[C-]2C=CC=C2)=CC=1.C1C=CC(P(C2C=CC=CC=2)[C-]2C=CC=C2)=CC=1.Cl[Pd]Cl.[Fe+2]. The product is [CH:20]1([CH2:23][O:24][C:25]2[CH:30]=[CH:29][C:28]([S:31]([CH3:34])(=[O:33])=[O:32])=[CH:27][C:26]=2[C:2]2[C:7]3[N:8]=[C:9]([C:12]4[CH:13]=[N:14][N:15]([CH3:17])[CH:16]=4)[N:10]=[CH:11][C:6]=3[C:5](=[O:18])[N:4]([CH3:19])[CH:3]=2)[CH2:21][CH2:22]1. The yield is 0.358. (4) The reactants are [O:1]=[C:2]1[NH:6][C:5](=[O:7])[CH2:4][N:3]1[C@@H:8]([C@@H:16]([CH3:19])[CH2:17][CH3:18])[C:9]([O:11][C:12]([CH3:15])([CH3:14])[CH3:13])=[O:10].[CH:20]([C:23]1[S:24][CH:25]=[C:26]([CH2:28]O)[N:27]=1)([CH3:22])[CH3:21].C1(P(C2C=CC=CC=2)C2C=CC=CC=2)C=CC=CC=1.N(C(OCC)=O)=NC(OCC)=O. The catalyst is ClCCl.O. The product is [CH:20]([C:23]1[S:24][CH:25]=[C:26]([CH2:28][N:6]2[C:5](=[O:7])[CH2:4][N:3]([C@@H:8]([C@@H:16]([CH3:19])[CH2:17][CH3:18])[C:9]([O:11][C:12]([CH3:13])([CH3:14])[CH3:15])=[O:10])[C:2]2=[O:1])[N:27]=1)([CH3:22])[CH3:21]. The yield is 0.780. (5) The reactants are [C:1]([C:5]1[CH:33]=[CH:32][CH:31]=[CH:30][C:6]=1[O:7][CH2:8][CH2:9][N:10]([CH3:29])[C:11]([C:13]1[C:17]2[CH2:18][N:19](C(OC(C)(C)C)=O)[CH2:20][CH2:21][C:16]=2[NH:15][N:14]=1)=[O:12])([CH3:4])([CH3:3])[CH3:2].C(Cl)[Cl:35].CO.Cl. The catalyst is CCOCC. The product is [ClH:35].[C:1]([C:5]1[CH:33]=[CH:32][CH:31]=[CH:30][C:6]=1[O:7][CH2:8][CH2:9][N:10]([CH3:29])[C:11]([C:13]1[C:17]2[CH2:18][NH:19][CH2:20][CH2:21][C:16]=2[NH:15][N:14]=1)=[O:12])([CH3:4])([CH3:2])[CH3:3]. The yield is 0.640.